From a dataset of Forward reaction prediction with 1.9M reactions from USPTO patents (1976-2016). Predict the product of the given reaction. (1) The product is: [OH:37][CH2:36][CH2:38][NH:39][C:31](=[O:32])[C:30]1[CH:34]=[CH:35][C:27]([C@@H:23]2[O:24][CH2:25][CH2:26][N:21]([C@@H:19]([C:13]3[CH:14]=[CH:15][CH:16]=[CH:17][CH:18]=3)[CH3:20])[CH2:22]2)=[CH:28][CH:29]=1. Given the reactants C(N1C=CN=C1)(N1C=CN=C1)=O.[C:13]1([C@H:19]([N:21]2[CH2:26][CH2:25][O:24][C@@H:23]([C:27]3[CH:35]=[CH:34][C:30]([C:31](O)=[O:32])=[CH:29][CH:28]=3)[CH2:22]2)[CH3:20])[CH:18]=[CH:17][CH:16]=[CH:15][CH:14]=1.[CH2:36]([CH2:38][NH2:39])[OH:37], predict the reaction product. (2) Given the reactants C[Si](C)(C)N[Si](C)(C)C.C([Li])CCC.CCCCCC.[C:21]([O:25]C(C)(C)C)(=[O:24])[CH2:22][CH3:23].CC(C1C=CC=C(C(C)C)C=1N1C=[N+](C2C(C(C)C)=CC=CC=2C(C)C)CC1)C.[Cl-:59].Br[C:61]1[CH:62]=[CH:63][C:64]2[O:73][CH2:72][C:71]3[CH:70]=[CH:69][S:68][C:67]=3[C:66](=[C:74]3[CH2:79][CH2:78][N:77]([CH3:80])[CH2:76][CH2:75]3)[C:65]=2[CH:81]=1.Cl.O1CCOCC1, predict the reaction product. The product is: [ClH:59].[CH3:80][N:77]1[CH2:78][CH2:79][C:74](=[C:66]2[C:65]3[CH:81]=[C:61]([CH:22]([CH3:23])[C:21]([OH:25])=[O:24])[CH:62]=[CH:63][C:64]=3[O:73][CH2:72][C:71]3[CH:70]=[CH:69][S:68][C:67]2=3)[CH2:75][CH2:76]1. (3) Given the reactants [CH3:1][O:2][C:3]1[CH:4]=[CH:5][C:6]2[N:11]=[CH:10][C:9](=[O:12])[N:8](CC=C)[C:7]=2[N:16]=1.C[N+]1([O-])CC[O:21]CC1.O1CCCC1.O.[CH3:31][C:32]([CH3:34])=[O:33], predict the reaction product. The product is: [OH:33][CH:32]([CH2:34][OH:21])[CH2:31][N:8]1[C:9](=[O:12])[CH:10]=[N:11][C:6]2[CH:5]=[CH:4][C:3]([O:2][CH3:1])=[N:16][C:7]1=2. (4) Given the reactants [C:1]([S@@:5]([NH:7][C@:8]([C:15]1[CH:20]=[CH:19][CH:18]=[C:17]([F:21])[CH:16]=1)([CH3:14])[CH2:9][C:10]([O:12]C)=[O:11])=[O:6])([CH3:4])([CH3:3])[CH3:2].[Li+].[OH-], predict the reaction product. The product is: [C:1]([S@@:5]([NH:7][C@:8]([C:15]1[CH:20]=[CH:19][CH:18]=[C:17]([F:21])[CH:16]=1)([CH3:14])[CH2:9][C:10]([OH:12])=[O:11])=[O:6])([CH3:2])([CH3:3])[CH3:4]. (5) Given the reactants [Cl:1][C:2]1[CH:7]=[CH:6][CH:5]=[CH:4][C:3]=1[C:8]1[N:9]([CH2:26][C:27]2[N:32]=[C:31]([NH2:33])[CH:30]=[CH:29][CH:28]=2)[C:10]([C:13]2[CH:18]=[CH:17][C:16]([O:19][C:20]3[CH:25]=[CH:24][CH:23]=[CH:22][CH:21]=3)=[CH:15][CH:14]=2)=[CH:11][CH:12]=1.Cl, predict the reaction product. The product is: [ClH:1].[Cl:1][C:2]1[CH:7]=[CH:6][CH:5]=[CH:4][C:3]=1[C:8]1[N:9]([CH2:26][C:27]2[N:32]=[C:31]([NH2:33])[CH:30]=[CH:29][CH:28]=2)[C:10]([C:13]2[CH:14]=[CH:15][C:16]([O:19][C:20]3[CH:25]=[CH:24][CH:23]=[CH:22][CH:21]=3)=[CH:17][CH:18]=2)=[CH:11][CH:12]=1. (6) Given the reactants [Cl:1][C:2]1[N:7]=C(Cl)[N:5]=[C:4]([NH2:9])[N:3]=1.[CH3:10][N:11]1[CH2:16][CH2:15][NH:14][CH2:13][CH2:12]1.O1CCC[CH2:18]1, predict the reaction product. The product is: [Cl:1][C:2]1[N:7]=[C:10]([N:11]2[CH2:16][CH2:15][N:14]([CH3:18])[CH2:13][CH2:12]2)[N:5]=[C:4]([NH2:9])[N:3]=1. (7) Given the reactants [H-].[Na+].[CH2:3]([C:5]1[CH:13]=[C:12]2[C:8]([C:9]([CH:14]=[O:15])=[CH:10][NH:11]2)=[CH:7][CH:6]=1)[CH3:4].ClS([N:20]=[C:21]=[O:22])(=O)=O.C(O)(=O)C, predict the reaction product. The product is: [CH2:3]([C:5]1[CH:13]=[C:12]2[C:8]([C:9]([CH:14]=[O:15])=[CH:10][N:11]2[C:21]([NH2:20])=[O:22])=[CH:7][CH:6]=1)[CH3:4]. (8) Given the reactants [OH:1][C:2]1([CH2:12][NH:13][C:14]([C:16]2[C:17]3[CH:18]=[CH:19][C:20](Cl)=[N:21][C:22]=3[CH:23]=[CH:24][C:25]=2[Cl:26])=[O:15])[CH2:7][CH2:6][CH2:5][CH:4]([C:8]([F:11])([F:10])[F:9])[CH2:3]1.CCN(C(C)C)C(C)C.[F:37][C@H:38]1[CH2:42][CH2:41][NH:40][CH2:39]1, predict the reaction product. The product is: [OH:1][C:2]1([CH2:12][NH:13][C:14]([C:16]2[C:17]3[CH:18]=[CH:19][C:20]([N:40]4[CH2:41][CH2:42][C@H:38]([F:37])[CH2:39]4)=[N:21][C:22]=3[CH:23]=[CH:24][C:25]=2[Cl:26])=[O:15])[CH2:7][CH2:6][CH2:5][CH:4]([C:8]([F:11])([F:10])[F:9])[CH2:3]1. (9) Given the reactants [NH:1]1[CH:5]=[C:4]([C:6]([NH:8][CH2:9][C:10]2[C:11]([CH3:25])=[CH:12][C:13]([NH:17][C:18](=[O:24])[O:19][C:20]([CH3:23])([CH3:22])[CH3:21])=[N:14][C:15]=2[CH3:16])=[O:7])[CH:3]=[N:2]1.Br[CH2:27][C:28]1[CH:37]=[CH:36][C:35]2[C:30](=[CH:31][C:32]([Cl:38])=[CH:33][CH:34]=2)[N:29]=1.C([O-])([O-])=O.[K+].[K+], predict the reaction product. The product is: [Cl:38][C:32]1[CH:31]=[C:30]2[C:35]([CH:36]=[CH:37][C:28]([CH2:27][N:1]3[CH:5]=[C:4]([C:6]([NH:8][CH2:9][C:10]4[C:11]([CH3:25])=[CH:12][C:13]([NH:17][C:18](=[O:24])[O:19][C:20]([CH3:21])([CH3:22])[CH3:23])=[N:14][C:15]=4[CH3:16])=[O:7])[CH:3]=[N:2]3)=[N:29]2)=[CH:34][CH:33]=1. (10) The product is: [C:1]([S:4][CH:5]1[CH2:9][N:8]([C:10]([O:12][CH2:13][C:14]2[CH:15]=[CH:16][C:17]([N+:20]([O-:22])=[O:21])=[CH:18][CH:19]=2)=[O:11])[CH:7]([C:23](=[O:24])[NH:41][C:39]2[CH:38]=[C:34]([C:35](=[O:36])[NH2:37])[CH:33]=[C:32]([C:30]([O:29][CH2:26][CH:27]=[CH2:28])=[O:31])[CH:40]=2)[CH2:6]1)(=[O:3])[CH3:2]. Given the reactants [C:1]([S:4][C@@H:5]1[CH2:9][N:8]([C:10]([O:12][CH2:13][C:14]2[CH:19]=[CH:18][C:17]([N+:20]([O-:22])=[O:21])=[CH:16][CH:15]=2)=[O:11])[C@H:7]([C:23](O)=[O:24])[CH2:6]1)(=[O:3])[CH3:2].[CH2:26]([O:29][C:30]([C:32]1[CH:33]=[C:34]([CH:38]=[C:39]([NH2:41])[CH:40]=1)[C:35]([NH2:37])=[O:36])=[O:31])[CH:27]=[CH2:28], predict the reaction product.